From a dataset of NCI-60 drug combinations with 297,098 pairs across 59 cell lines. Regression. Given two drug SMILES strings and cell line genomic features, predict the synergy score measuring deviation from expected non-interaction effect. (1) Drug 1: CC1CCC2CC(C(=CC=CC=CC(CC(C(=O)C(C(C(=CC(C(=O)CC(OC(=O)C3CCCCN3C(=O)C(=O)C1(O2)O)C(C)CC4CCC(C(C4)OC)OCCO)C)C)O)OC)C)C)C)OC. Drug 2: C1CNP(=O)(OC1)N(CCCl)CCCl. Cell line: HL-60(TB). Synergy scores: CSS=5.70, Synergy_ZIP=8.17, Synergy_Bliss=3.88, Synergy_Loewe=-36.4, Synergy_HSA=0.148. (2) Drug 1: C1=NC(=NC(=O)N1C2C(C(C(O2)CO)O)O)N. Drug 2: CC1C(C(CC(O1)OC2CC(CC3=C2C(=C4C(=C3O)C(=O)C5=CC=CC=C5C4=O)O)(C(=O)C)O)N)O. Cell line: SR. Synergy scores: CSS=44.4, Synergy_ZIP=-11.3, Synergy_Bliss=-14.3, Synergy_Loewe=-9.72, Synergy_HSA=-8.06. (3) Drug 1: CCC(=C(C1=CC=CC=C1)C2=CC=C(C=C2)OCCN(C)C)C3=CC=CC=C3.C(C(=O)O)C(CC(=O)O)(C(=O)O)O. Drug 2: C1CNP(=O)(OC1)N(CCCl)CCCl. Cell line: RPMI-8226. Synergy scores: CSS=-2.18, Synergy_ZIP=-0.205, Synergy_Bliss=-3.81, Synergy_Loewe=-5.97, Synergy_HSA=-5.83. (4) Drug 1: CC1=C2C(C(=O)C3(C(CC4C(C3C(C(C2(C)C)(CC1OC(=O)C(C(C5=CC=CC=C5)NC(=O)OC(C)(C)C)O)O)OC(=O)C6=CC=CC=C6)(CO4)OC(=O)C)OC)C)OC. Drug 2: CCN(CC)CCCC(C)NC1=C2C=C(C=CC2=NC3=C1C=CC(=C3)Cl)OC. Cell line: NCI-H322M. Synergy scores: CSS=63.5, Synergy_ZIP=-0.627, Synergy_Bliss=2.66, Synergy_Loewe=-2.88, Synergy_HSA=7.31. (5) Drug 1: C1CCC(C1)C(CC#N)N2C=C(C=N2)C3=C4C=CNC4=NC=N3. Drug 2: CC(C)(C#N)C1=CC(=CC(=C1)CN2C=NC=N2)C(C)(C)C#N. Cell line: NCI-H522. Synergy scores: CSS=7.52, Synergy_ZIP=-4.01, Synergy_Bliss=-0.951, Synergy_Loewe=-0.294, Synergy_HSA=-0.158.